From a dataset of Reaction yield outcomes from USPTO patents with 853,638 reactions. Predict the reaction yield, written as a fraction of the theoretical maximum amount of product (1.0 means a 100% yield; for example, 0.34 means a 34% yield). (1) The reactants are [F:1][C:2]1[C:7]2[N:8]=[N:9][S:10][C:6]=2[CH:5]=[C:4]2[NH:11][C:12](=[O:22])[N:13]([C:14]3[CH:19]=[CH:18][C:17]([I:20])=[CH:16][C:15]=3[F:21])[C:3]=12.C(N(CC)CC)C.[CH2:30]([C:33]1([S:36](Cl)(=[O:38])=[O:37])[CH2:35][CH2:34]1)[CH:31]=[CH2:32]. The catalyst is C(Cl)Cl.CN(C1C=CN=CC=1)C. The product is [CH2:30]([C:33]1([S:36]([N:11]2[C:4]3=[CH:5][C:6]4[S:10][N:9]=[N:8][C:7]=4[C:2]([F:1])=[C:3]3[N:13]([C:14]3[CH:19]=[CH:18][C:17]([I:20])=[CH:16][C:15]=3[F:21])[C:12]2=[O:22])(=[O:38])=[O:37])[CH2:35][CH2:34]1)[CH:31]=[CH2:32]. The yield is 0.899. (2) The reactants are [CH3:1][O:2][C:3]([C:5]1[S:6][CH:7]=[CH:8][C:9]=1[N:10]([C:17]([C@H:19]1[CH2:24][CH2:23][C@H:22]([CH3:25])[CH2:21][CH2:20]1)=[O:18])[CH:11]1[CH2:16][CH2:15][NH:14][CH2:13][CH2:12]1)=[O:4].[CH2:26]=O. The yield is 0.855. The catalyst is ClCCCl. The product is [CH3:1][O:2][C:3]([C:5]1[S:6][CH:7]=[CH:8][C:9]=1[N:10]([C:17]([C@H:19]1[CH2:20][CH2:21][C@H:22]([CH3:25])[CH2:23][CH2:24]1)=[O:18])[CH:11]1[CH2:12][CH2:13][N:14]([CH3:26])[CH2:15][CH2:16]1)=[O:4]. (3) The reactants are [CH3:1][O:2][C:3]1[CH:14]=[CH:13][C:6]2[CH:7]=[C:8](B(O)O)[S:9][C:5]=2[CH:4]=1.[CH2:15]([O:17][C:18](=[O:26])[C:19]1[CH:24]=[CH:23][C:22](I)=[CH:21][CH:20]=1)[CH3:16].C(=O)([O-])[O-].[Na+].[Na+]. The catalyst is C1C=CC([P]([Pd]([P](C2C=CC=CC=2)(C2C=CC=CC=2)C2C=CC=CC=2)([P](C2C=CC=CC=2)(C2C=CC=CC=2)C2C=CC=CC=2)[P](C2C=CC=CC=2)(C2C=CC=CC=2)C2C=CC=CC=2)(C2C=CC=CC=2)C2C=CC=CC=2)=CC=1.C1(C)C=CC=CC=1. The product is [CH3:1][O:2][C:3]1[CH:14]=[CH:13][C:6]2[CH:7]=[C:8]([C:22]3[CH:23]=[CH:24][C:19]([C:18]([O:17][CH2:15][CH3:16])=[O:26])=[CH:20][CH:21]=3)[S:9][C:5]=2[CH:4]=1. The yield is 0.360. (4) The product is [CH3:29][O:28][C:26]1[CH:25]=[C:24]([CH2:30][CH2:31][C:32]2[CH:33]=[C:34]([NH:37][C:14](=[O:16])[C:13]3[CH:12]=[CH:11][C:10]([CH:7]4[CH2:6][CH2:5][N:4]([CH2:1][CH:2]=[CH2:3])[CH2:9][CH2:8]4)=[CH:19][CH:18]=3)[NH:35][N:36]=2)[CH:23]=[C:22]([O:21][CH3:20])[CH:27]=1. The reactants are [CH2:1]([N:4]1[CH2:9][CH2:8][CH:7]([C:10]2[CH:19]=[CH:18][C:13]([C:14]([O:16]C)=O)=[CH:12][CH:11]=2)[CH2:6][CH2:5]1)[CH:2]=[CH2:3].[CH3:20][O:21][C:22]1[CH:23]=[C:24]([CH2:30][CH2:31][C:32]2[CH:33]=[C:34]([NH2:37])[NH:35][N:36]=2)[CH:25]=[C:26]([O:28][CH3:29])[CH:27]=1.C[Al](C)C. The catalyst is C1(C)C=CC=CC=1. The yield is 0.383. (5) The product is [OH:12][C:9]1[CH:10]=[C:11]2[C:6](=[CH:7][CH:8]=1)[C:5](=[O:13])[N:4]([C:14]1[CH:19]=[CH:18][C:17]([OH:20])=[CH:16][CH:15]=1)[CH:3]=[C:2]2[C:32]1[CH:33]=[CH:34][C:29]([O:28][CH3:27])=[CH:30][CH:31]=1. The yield is 0.725. The catalyst is C1C=CC([P]([Pd]([P](C2C=CC=CC=2)(C2C=CC=CC=2)C2C=CC=CC=2)([P](C2C=CC=CC=2)(C2C=CC=CC=2)C2C=CC=CC=2)[P](C2C=CC=CC=2)(C2C=CC=CC=2)C2C=CC=CC=2)(C2C=CC=CC=2)C2C=CC=CC=2)=CC=1. The reactants are Br[C:2]1[C:11]2[C:6](=[CH:7][CH:8]=[C:9]([OH:12])[CH:10]=2)[C:5](=[O:13])[N:4]([C:14]2[CH:19]=[CH:18][C:17]([OH:20])=[CH:16][CH:15]=2)[CH:3]=1.C(=O)([O-])[O-].[K+].[K+].[CH3:27][O:28][C:29]1[CH:34]=[CH:33][C:32](B(O)O)=[CH:31][CH:30]=1. (6) The reactants are [N:1]1[CH:6]=[C:5]([CH2:7][NH2:8])[CH:4]=[N:3][CH:2]=1.C[Al](C)C.[Cl:13][C:14]1[CH:15]=[C:16]([CH:21]([C:36]([F:39])([F:38])[F:37])/[CH:22]=[CH:23]/[C:24]2[CH:34]=[CH:33][C:27]([C:28](OCC)=[O:29])=[C:26]([CH3:35])[CH:25]=2)[CH:17]=[C:18]([Cl:20])[CH:19]=1. The catalyst is C(Cl)Cl. The product is [Cl:13][C:14]1[CH:15]=[C:16]([CH:21]([C:36]([F:39])([F:37])[F:38])/[CH:22]=[CH:23]/[C:24]2[CH:34]=[CH:33][C:27]([C:28]([NH:8][CH2:7][C:5]3[CH:6]=[N:1][CH:2]=[N:3][CH:4]=3)=[O:29])=[C:26]([CH3:35])[CH:25]=2)[CH:17]=[C:18]([Cl:20])[CH:19]=1. The yield is 0.550. (7) The product is [F:38][C:2]([F:37])([F:1])[C:3]1[CH:4]=[C:5]([CH:30]=[C:31]([C:33]([F:35])([F:36])[F:34])[CH:32]=1)[CH2:6][N:7]([CH3:29])[C:8]([C@@H:10]1[CH2:15][CH2:14][N:13]([S:16]([CH2:19][CH2:20][O:44][CH2:43][CH3:42])(=[O:18])=[O:17])[CH2:12][C@H:11]1[C:21]1[CH:26]=[CH:25][C:24]([F:27])=[CH:23][C:22]=1[CH3:28])=[O:9]. The yield is 0.220. The reactants are [F:1][C:2]([F:38])([F:37])[C:3]1[CH:4]=[C:5]([CH:30]=[C:31]([C:33]([F:36])([F:35])[F:34])[CH:32]=1)[CH2:6][N:7]([CH3:29])[C:8]([C@@H:10]1[CH2:15][CH2:14][N:13]([S:16]([CH:19]=[CH2:20])(=[O:18])=[O:17])[CH2:12][C@H:11]1[C:21]1[CH:26]=[CH:25][C:24]([F:27])=[CH:23][C:22]=1[CH3:28])=[O:9].[OH-].[Na+].O.[CH3:42][CH2:43][OH:44]. The catalyst is C1COCC1.